The task is: Regression. Given a peptide amino acid sequence and an MHC pseudo amino acid sequence, predict their binding affinity value. This is MHC class II binding data.. This data is from Peptide-MHC class II binding affinity with 134,281 pairs from IEDB. (1) The peptide sequence is CEHLEDGIYGIFQST. The MHC is DRB3_0202 with pseudo-sequence DRB3_0202. The binding affinity (normalized) is 0. (2) The peptide sequence is QTYYLSMEYLQGRAL. The MHC is DRB4_0101 with pseudo-sequence DRB4_0103. The binding affinity (normalized) is 0.548. (3) The peptide sequence is YDAFLANVSTVLTGK. The MHC is DRB3_0202 with pseudo-sequence DRB3_0202. The binding affinity (normalized) is 0.946.